Dataset: Catalyst prediction with 721,799 reactions and 888 catalyst types from USPTO. Task: Predict which catalyst facilitates the given reaction. (1) The catalyst class is: 5. Reactant: [OH:1][C@H:2]([C@@H:37]1[CH2:41][O:40]C(C)(C)[O:38]1)[CH2:3][NH:4][C:5]1[N:10]=[CH:9][N:8]=[C:7]([NH:11][C:12]2[CH:36]=[CH:35][C:15]([C:16]([NH:18][C:19]3[S:23][N:22]=[C:21]([C:24]4[CH:29]=[CH:28][C:27]([F:30])=[C:26]([C:31]([F:34])([F:33])[F:32])[CH:25]=4)[N:20]=3)=[O:17])=[CH:14][CH:13]=2)[CH:6]=1.Cl. Product: [OH:1][C@H:2]([C@@H:37]([OH:38])[CH2:41][OH:40])[CH2:3][NH:4][C:5]1[N:10]=[CH:9][N:8]=[C:7]([NH:11][C:12]2[CH:36]=[CH:35][C:15]([C:16]([NH:18][C:19]3[S:23][N:22]=[C:21]([C:24]4[CH:29]=[CH:28][C:27]([F:30])=[C:26]([C:31]([F:32])([F:34])[F:33])[CH:25]=4)[N:20]=3)=[O:17])=[CH:14][CH:13]=2)[CH:6]=1. (2) Reactant: [N:1]([CH2:4][C:5]1[CH:10]=[CH:9][C:8]([CH3:11])=[C:7]([S:12]([CH3:15])(=[O:14])=[O:13])[CH:6]=1)=[N+]=[N-].C1(P(C2C=CC=CC=2)C2C=CC=CC=2)C=CC=CC=1.O. The catalyst class is: 1. Product: [CH3:11][C:8]1[CH:9]=[CH:10][C:5]([CH2:4][NH2:1])=[CH:6][C:7]=1[S:12]([CH3:15])(=[O:14])=[O:13]. (3) Reactant: [CH3:1][N:2]([CH2:10][CH2:11][C:12]([CH3:27])([S:14]([C:17]1[CH:22]=[CH:21][CH:20]=[C:19]([C:23]([F:26])([F:25])[F:24])[CH:18]=1)(=[O:16])=[O:15])[CH3:13])C(=O)OC(C)(C)C.[ClH:28]. The catalyst class is: 25. Product: [ClH:28].[CH3:1][NH:2][CH2:10][CH2:11][C:12]([CH3:27])([S:14]([C:17]1[CH:22]=[CH:21][CH:20]=[C:19]([C:23]([F:25])([F:26])[F:24])[CH:18]=1)(=[O:16])=[O:15])[CH3:13].